From a dataset of Full USPTO retrosynthesis dataset with 1.9M reactions from patents (1976-2016). Predict the reactants needed to synthesize the given product. (1) Given the product [CH2:1]([O:3][C:4]([C:5]1[CH:6]=[C:7]([C:8]([CH3:11])([CH3:10])[CH3:9])[O:12][N:16]=1)=[O:14])[CH3:2], predict the reactants needed to synthesize it. The reactants are: [CH2:1]([O:3][C:4](=[O:14])[C:5](O)=[CH:6][C:7](=[O:12])[C:8]([CH3:11])([CH3:10])[CH3:9])[CH3:2].Cl.[NH2:16]O. (2) Given the product [CH2:12]([C:5]1[CH:6]=[CH:7][C:2]([Br:1])=[CH:3][C:4]=1[CH3:9])[CH:10]=[CH2:11], predict the reactants needed to synthesize it. The reactants are: [Br:1][C:2]1[CH:7]=[CH:6][C:5](I)=[C:4]([CH3:9])[CH:3]=1.[CH:10]([Mg]Cl)([CH3:12])[CH3:11].[Cl-].[Li+].[Cu]C#N.C(Br)C=C. (3) The reactants are: [NH2:1][C:2]1[CH:3]=[CH:4][C:5]([F:10])=[C:6]([CH2:8][OH:9])[CH:7]=1.[N:11]([O-])=O.[Na+].[Cl:15][Sn]Cl. Given the product [ClH:15].[F:10][C:5]1[CH:4]=[CH:3][C:2]([NH:1][NH2:11])=[CH:7][C:6]=1[CH2:8][OH:9], predict the reactants needed to synthesize it. (4) Given the product [Br:8][C:6]1[CH:7]=[C:2]([NH:1][C:11](=[O:12])[N:10]([CH3:14])[CH3:9])[CH:3]=[N:4][CH:5]=1, predict the reactants needed to synthesize it. The reactants are: [NH2:1][C:2]1[CH:3]=[N:4][CH:5]=[C:6]([Br:8])[CH:7]=1.[CH3:9][N:10]([CH3:14])[C:11](Cl)=[O:12].